This data is from Reaction yield outcomes from USPTO patents with 853,638 reactions. The task is: Predict the reaction yield, written as a fraction of the theoretical maximum amount of product (1.0 means a 100% yield; for example, 0.34 means a 34% yield). (1) The reactants are [CH2:1]([O:3][CH:4]1[CH2:6][CH:5]1[C:7]([O:9]CC)=[O:8])[CH3:2].[Li+].[OH-]. The catalyst is CO.O. The product is [CH2:1]([O:3][CH:4]1[CH2:6][CH:5]1[C:7]([OH:9])=[O:8])[CH3:2]. The yield is 0.608. (2) The reactants are [F:1][C:2]1[CH:7]=[CH:6][C:5]([CH:8]([C:48]2[CH:53]=[CH:52][C:51]([F:54])=[CH:50][CH:49]=2)[C@@H:9]([NH:43][C:44]([O:46][CH3:47])=[O:45])[C:10]([NH:12][CH:13]2[CH2:15][CH:14]2[CH2:16][CH2:17][C@@H:18]2[N:23]([S:24]([C:27]3[CH:32]=[CH:31][CH:30]=[CH:29][CH:28]=3)(=[O:26])=[O:25])[CH2:22][CH2:21][N:20](C(OCC3C=CC=CC=3)=O)[CH2:19]2)=[O:11])=[CH:4][CH:3]=1. The catalyst is [Pd].CO. The product is [F:54][C:51]1[CH:52]=[CH:53][C:48]([CH:8]([C:5]2[CH:4]=[CH:3][C:2]([F:1])=[CH:7][CH:6]=2)[C@@H:9]([NH:43][C:44](=[O:45])[O:46][CH3:47])[C:10](=[O:11])[NH:12][CH:13]2[CH2:15][CH:14]2[CH2:16][CH2:17][C@H:18]2[CH2:19][NH:20][CH2:21][CH2:22][N:23]2[S:24]([C:27]2[CH:32]=[CH:31][CH:30]=[CH:29][CH:28]=2)(=[O:26])=[O:25])=[CH:49][CH:50]=1. The yield is 0.720. (3) The reactants are [NH2:1][C:2]1[CH:7]=[CH:6][C:5]([C:8]([F:11])([F:10])[F:9])=[CH:4][C:3]=1[C:12]([C:14]1[CH:19]=[CH:18][CH:17]=[CH:16][CH:15]=1)=O.[NH:20]1[C:24]([CH2:25][C:26](O)=[O:27])=[N:23][N:22]=[N:21]1.CCCP1(OP(CCC)(=O)OP(CCC)(=O)O1)=O.O. The catalyst is C(OCC)(=O)C. The product is [C:14]1([C:12]2[C:3]3[C:2](=[CH:7][CH:6]=[C:5]([C:8]([F:11])([F:10])[F:9])[CH:4]=3)[NH:1][C:26](=[O:27])[C:25]=2[C:24]2[NH:23][N:22]=[N:21][N:20]=2)[CH:19]=[CH:18][CH:17]=[CH:16][CH:15]=1. The yield is 0.940. (4) The reactants are [Cl:1][C:2]1[CH:18]=[CH:17][C:5]2[CH2:6][CH2:7][N:8]([C:11](=[O:16])[C:12]([F:15])([F:14])[F:13])[CH2:9][CH2:10][C:4]=2[C:3]=1OS(C(F)(F)F)(=O)=O.[NH2:27][C@H:28]1[C:36]2[C:31](=[CH:32][CH:33]=[CH:34][CH:35]=2)[CH2:30][CH2:29]1. The catalyst is C1(C)C=CC=CC=1. The product is [Cl:1][C:2]1[CH:18]=[CH:17][C:5]2[CH2:6][CH2:7][N:8]([C:11](=[O:16])[C:12]([F:15])([F:14])[F:13])[CH2:9][CH2:10][C:4]=2[C:3]=1[NH:27][CH:28]1[C:36]2[C:31](=[CH:32][CH:33]=[CH:34][CH:35]=2)[CH2:30][CH2:29]1. The yield is 0.670. (5) The reactants are CI.[C:3]([O-:6])([O-])=O.[K+].[K+].[Br:9][C:10]1[CH:15]=[C:14]([Cl:16])[C:13](O)=[C:12]([Cl:18])[CH:11]=1.C(OCC)(=O)C. The catalyst is CN(C=O)C. The product is [Br:9][C:10]1[CH:15]=[C:14]([Cl:16])[C:13]([O:6][CH3:3])=[C:12]([Cl:18])[CH:11]=1. The yield is 0.740. (6) The reactants are [Cl:1][C:2]1[CH:7]=[CH:6][C:5]([CH2:8][OH:9])=[CH:4][C:3]=1[S:10]([NH2:13])(=[O:12])=[O:11]. The catalyst is O1CCCC1.O=[Mn]=O. The product is [Cl:1][C:2]1[CH:7]=[CH:6][C:5]([CH:8]=[O:9])=[CH:4][C:3]=1[S:10]([NH2:13])(=[O:12])=[O:11]. The yield is 0.800.